From a dataset of Full USPTO retrosynthesis dataset with 1.9M reactions from patents (1976-2016). Predict the reactants needed to synthesize the given product. (1) Given the product [F:1][C:2]1[CH:7]=[CH:6][CH:5]=[C:4]([F:8])[C:3]=1[C:9]1[N:16]([CH3:15])[N:17]=[C:11]([CH3:12])[CH:10]=1, predict the reactants needed to synthesize it. The reactants are: [F:1][C:2]1[CH:7]=[CH:6][CH:5]=[C:4]([F:8])[C:3]=1[C:9](=O)[CH2:10][C:11](=O)[CH3:12].[CH3:15][NH:16][NH2:17]. (2) Given the product [ClH:45].[C:39]1([CH:32]([C:33]2[CH:34]=[CH:35][CH:36]=[CH:37][CH:38]=2)[CH2:31][NH:30][C:9]2[N:8]=[C:7]([N:4]3[CH2:5][CH2:6][C@@H:2]([NH:1][C:70]([NH:100][CH2:101][C:102]4[CH:103]=[N:104][CH:105]=[CH:106][CH:107]=4)=[O:71])[CH2:3]3)[N:15]=[C:14]3[C:10]=2[N:11]=[CH:12][N:13]3[C@@H:16]2[CH2:20][C@H:19]([N:21]3[N:25]=[N:24][C:23]([CH2:26][CH3:27])=[N:22]3)[C@@H:18]([OH:28])[C@H:17]2[OH:29])[CH:44]=[CH:43][CH:42]=[CH:41][CH:40]=1, predict the reactants needed to synthesize it. The reactants are: [NH2:1][C@@H:2]1[CH2:6][CH2:5][N:4]([C:7]2[N:15]=[C:14]3[C:10]([N:11]=[CH:12][N:13]3[C@@H:16]3[CH2:20][C@H:19]([N:21]4[N:25]=[N:24][C:23]([CH2:26][CH3:27])=[N:22]4)[C@@H:18]([OH:28])[C@H:17]3[OH:29])=[C:9]([NH:30][CH2:31][CH:32]([C:39]3[CH:44]=[CH:43][CH:42]=[CH:41][CH:40]=3)[C:33]3[CH:38]=[CH:37][CH:36]=[CH:35][CH:34]=3)[N:8]=2)[CH2:3]1.[ClH:45].C1(C(C2C=CC=CC=2)CNC2N=C(N3CC[C@@H](N[C:70](NCC4C=CC=CN=4)=[O:71])C3)N=C3C=2N=CN3[C@@H]2C[C@H](N3NN=CN3CC)[C@@H](O)[C@H]2O)C=CC=CC=1.[NH2:100][CH2:101][C:102]1[CH:103]=[N:104][CH:105]=[CH:106][CH:107]=1. (3) The reactants are: [OH-].[Na+].CO.[CH:5]1([C:8]2[C:17]([C:18]([O:20]C)=[O:19])=[CH:16][C:15]3[C:14](=[O:22])[N:13]([CH:23]4[CH2:28][CH2:27][N:26]([CH2:29][C:30]5[C:35]([O:36][CH2:37][CH3:38])=[CH:34][C:33]([C:39]6[CH:44]=[CH:43][C:42]([F:45])=[CH:41][CH:40]=6)=[C:32]([CH:46]6[CH2:48][CH2:47]6)[CH:31]=5)[CH2:25][CH2:24]4)[CH2:12][CH2:11][C:10]=3[N:9]=2)[CH2:7][CH2:6]1.Cl. Given the product [CH:5]1([C:8]2[C:17]([C:18]([OH:20])=[O:19])=[CH:16][C:15]3[C:14](=[O:22])[N:13]([CH:23]4[CH2:24][CH2:25][N:26]([CH2:29][C:30]5[C:35]([O:36][CH2:37][CH3:38])=[CH:34][C:33]([C:39]6[CH:40]=[CH:41][C:42]([F:45])=[CH:43][CH:44]=6)=[C:32]([CH:46]6[CH2:47][CH2:48]6)[CH:31]=5)[CH2:27][CH2:28]4)[CH2:12][CH2:11][C:10]=3[N:9]=2)[CH2:6][CH2:7]1, predict the reactants needed to synthesize it. (4) Given the product [F:8][C:6]1[CH:5]=[C:4]2[C:3]([S:9](=[O:11])(=[O:10])[NH:12][C:13]3[C:14]2=[CH:15][CH:16]=[C:17]2[C:22]=3[N:21]=[CH:20][CH:19]=[CH:18]2)=[CH:2][CH:7]=1, predict the reactants needed to synthesize it. The reactants are: N[C:2]1[CH:7]=[C:6]([F:8])[CH:5]=[CH:4][C:3]=1[S:9]([NH:12][C:13]1[CH:14]=[CH:15][CH:16]=[C:17]2[C:22]=1[N:21]=[CH:20][CH:19]=[CH:18]2)(=[O:11])=[O:10].C(ON=O)(C)(C)C.